Predict the reaction yield, written as a fraction of the theoretical maximum amount of product (1.0 means a 100% yield; for example, 0.34 means a 34% yield). From a dataset of Reaction yield outcomes from USPTO patents with 853,638 reactions. The reactants are [CH3:1][N:2]1[C@@H:12]2[CH2:13][C:14]3[CH:19]=[CH:18][C:17]([O:20][CH3:21])=[C:16]4[O:22][CH:6]5[C:7]([CH:9]=[CH:10][C@:11]2([OH:23])[C@:5]5([C:15]=34)[CH2:4][CH2:3]1)=[O:8].[H][H]. The catalyst is O.C(O)(=O)C.[Pd]. The product is [CH3:1][N:2]1[C@@H:12]2[CH2:13][C:14]3[CH:19]=[CH:18][C:17]([O:20][CH3:21])=[C:16]4[O:22][C@H:6]5[C:7]([CH2:9][CH2:10][C@:11]2([OH:23])[C@:5]5([C:15]=34)[CH2:4][CH2:3]1)=[O:8]. The yield is 0.790.